Dataset: Forward reaction prediction with 1.9M reactions from USPTO patents (1976-2016). Task: Predict the product of the given reaction. (1) Given the reactants [F:1][CH2:2][CH2:3][NH:4][CH:5]=[C:6]([C:12](=[O:23])[C:13]1[CH:18]=[C:17]([F:19])[C:16]([F:20])=[C:15]([F:21])[C:14]=1F)[C:7]([O:9][CH2:10][CH3:11])=[O:8].[O-]P([O-])([O-])=O.[K+].[K+].[K+], predict the reaction product. The product is: [F:21][C:15]1[CH:14]=[C:13]2[C:18](=[C:17]([F:19])[C:16]=1[F:20])[N:4]([CH2:3][CH2:2][F:1])[CH:5]=[C:6]([C:7]([O:9][CH2:10][CH3:11])=[O:8])[C:12]2=[O:23]. (2) Given the reactants [C:1]1([C:7]2[NH:8][C:9]3[C:15]([NH2:16])=[CH:14][CH:13]=[CH:12][C:10]=3[N:11]=2)[CH:6]=[CH:5][CH:4]=[CH:3][CH:2]=1.C(O)(=O)C.[C:21]1(=O)[CH2:25][CH2:24][CH2:23][CH2:22]1.C(O[BH-](OC(=O)C)OC(=O)C)(=O)C.[Na+], predict the reaction product. The product is: [CH:21]1([NH:16][C:15]2[C:9]3[NH:8][C:7]([C:1]4[CH:2]=[CH:3][CH:4]=[CH:5][CH:6]=4)=[N:11][C:10]=3[CH:12]=[CH:13][CH:14]=2)[CH2:25][CH2:24][CH2:23][CH2:22]1. (3) Given the reactants [CH3:1][O:2][C:3](=[O:21])[C:4]1[C:9]([NH:10][C:11]2[C:16]([CH3:17])=[CH:15][C:14]([CH3:18])=[CH:13][C:12]=2[CH3:19])=[CH:8][CH:7]=[CH:6][C:5]=1Br.[O:22]1CCO[CH2:24][CH2:23]1, predict the reaction product. The product is: [CH3:1][O:2][C:3](=[O:21])[C:4]1[C:9]([NH:10][C:11]2[C:16]([CH3:17])=[CH:15][C:14]([CH3:18])=[CH:13][C:12]=2[CH3:19])=[CH:8][CH:7]=[CH:6][C:5]=1[C:23](=[O:22])[CH3:24]. (4) Given the reactants [CH3:1][C:2]1[CH:8]=[CH:7][CH:6]=[C:5]([CH3:9])[C:3]=1[NH2:4].[N:10]([O-])=O.[Na+].[Cl:14][Sn]Cl, predict the reaction product. The product is: [ClH:14].[CH3:1][C:2]1[CH:8]=[CH:7][CH:6]=[C:5]([CH3:9])[C:3]=1[NH:4][NH2:10]. (5) Given the reactants COC1C=CC(C[N:8](CC2C=CC(OC)=CC=2)[C:9]2[N:14]=[CH:13][C:12]([C:15]3[C:16]4[CH2:29][CH2:28][NH:27][C:17]=4[N:18]=[C:19]([N:21]4[CH2:26][CH2:25][O:24][CH2:23][CH2:22]4)[N:20]=3)=[CH:11][N:10]=2)=CC=1.Cl[C:42]([O:44][CH2:45][CH2:46][O:47][CH3:48])=[O:43], predict the reaction product. The product is: [CH3:48][O:47][CH2:46][CH2:45][O:44][C:42]([N:27]1[C:17]2[N:18]=[C:19]([N:21]3[CH2:26][CH2:25][O:24][CH2:23][CH2:22]3)[N:20]=[C:15]([C:12]3[CH:11]=[N:10][C:9]([NH2:8])=[N:14][CH:13]=3)[C:16]=2[CH2:29][CH2:28]1)=[O:43]. (6) Given the reactants [S:1]([O:6]C)([O:4][CH3:5])(=[O:3])=[O:2].[NH2:8][C:9]1[N:13]2[CH2:14][CH2:15][CH2:16][N:12]2[C:11](=[O:17])[C:10]=1/[N:18]=[N:19]/[C:20]1[CH:21]=[N:22][CH:23]=[CH:24][CH:25]=1, predict the reaction product. The product is: [CH3:5][O:4][S:1]([O-:6])(=[O:3])=[O:2].[NH2:8][C:9]1[N:13]2[CH2:14][CH2:15][CH2:16][N:12]2[C:11](=[O:17])[C:10]=1/[N:18]=[N:19]/[C:20]1[CH:21]=[N+:22]([CH3:5])[CH:23]=[CH:24][CH:25]=1. (7) Given the reactants [NH2:1][C:2]1[CH:3]=[C:4]([CH:9]([CH2:15][CH3:16])[CH2:10][C:11]([O:13][CH3:14])=[O:12])[CH:5]=[CH:6][C:7]=1[Cl:8].[Cl:17][C:18]1[CH:23]=[CH:22][C:21]([C@H:24]([C@@H:28]([CH3:33])[C:29]([F:32])([F:31])[F:30])[C:25](O)=[O:26])=[CH:20][CH:19]=1.CN(C(ON1N=NC2C=CC=NC1=2)=[N+](C)C)C.F[P-](F)(F)(F)(F)F, predict the reaction product. The product is: [Cl:8][C:7]1[CH:6]=[CH:5][C:4]([CH:9]([CH2:15][CH3:16])[CH2:10][C:11]([O:13][CH3:14])=[O:12])=[CH:3][C:2]=1[NH:1][C:25](=[O:26])[C@H:24]([C:21]1[CH:20]=[CH:19][C:18]([Cl:17])=[CH:23][CH:22]=1)[C@@H:28]([CH3:33])[C:29]([F:30])([F:31])[F:32]. (8) Given the reactants [F:1][C:2]1[C:3]2[CH:4]=[C:5]3[C:14]4[N:13]=[C:12]([C:15]5[C:16]([N:35]([CH3:40])[S:36]([CH3:39])(=[O:38])=[O:37])=[CH:17][C:18]6[O:22][C:21]([C:23]7[CH:28]=[CH:27][C:26]([F:29])=[CH:25][CH:24]=7)=[C:20]([C:30]([NH:32][CH3:33])=[O:31])[C:19]=6[CH:34]=5)[CH:11]=[CH:10][C:9]=4[CH2:8][CH:7]([CH2:41]O)[N:6]3[C:43]=2[CH:44]=[CH:45][CH:46]=1.FC(F)(F)S(OS(C(F)(F)F)(=O)=O)(=O)=O.C(N(CC)C(C)C)(C)C.Cl.[F:72][CH:73]1[CH2:76][NH:75][CH2:74]1, predict the reaction product. The product is: [F:1][C:2]1[C:3]2[CH:4]=[C:5]3[C:14]4[N:13]=[C:12]([C:15]5[C:16]([N:35]([CH3:40])[S:36]([CH3:39])(=[O:37])=[O:38])=[CH:17][C:18]6[O:22][C:21]([C:23]7[CH:28]=[CH:27][C:26]([F:29])=[CH:25][CH:24]=7)=[C:20]([C:30]([NH:32][CH3:33])=[O:31])[C:19]=6[CH:34]=5)[CH:11]=[CH:10][C:9]=4[CH2:8][CH:7]([CH2:41][N:75]4[CH2:76][CH:73]([F:72])[CH2:74]4)[N:6]3[C:43]=2[CH:44]=[CH:45][CH:46]=1. (9) Given the reactants Br[C:2]1[CH:3]=[C:4]([C:8]([C:10]2[N:18]3[C:13]([CH:14]=[C:15]([CH:19]([CH3:21])[CH3:20])[CH:16]=[CH:17]3)=[C:12]([C:22](=[O:27])[C:23]([CH3:26])([CH3:25])[CH3:24])[C:11]=2[CH2:28][C:29]([CH3:35])([CH3:34])[C:30]([O:32][CH3:33])=[O:31])=[O:9])[CH:5]=[CH:6][CH:7]=1.[CH3:36][O:37][C:38]1[CH:43]=[CH:42][C:41](B(O)O)=[CH:40][N:39]=1.C([O-])([O-])=O.[Na+].[Na+], predict the reaction product. The product is: [CH3:24][C:23]([CH3:25])([CH3:26])[C:22]([C:12]1[C:11]([CH2:28][C:29]([CH3:34])([CH3:35])[C:30]([O:32][CH3:33])=[O:31])=[C:10]([C:8]([C:4]2[CH:5]=[CH:6][CH:7]=[C:2]([C:41]3[CH:40]=[N:39][C:38]([O:37][CH3:36])=[CH:43][CH:42]=3)[CH:3]=2)=[O:9])[N:18]2[C:13]=1[CH:14]=[C:15]([CH:19]([CH3:20])[CH3:21])[CH:16]=[CH:17]2)=[O:27]. (10) Given the reactants Br.[OH:2][C:3]1[CH:12]=[CH:11][CH:10]=[C:9]2[C:4]=1[CH:5]=[CH:6][C:7]([CH3:13])=[N:8]2.C(=O)([O-])O.[Na+].OC1C=CC=C2C=1C=CC(C)=N2.N1C=CC=CC=1.[S:37](O[S:37]([C:40]([F:43])([F:42])[F:41])(=[O:39])=[O:38])([C:40]([F:43])([F:42])[F:41])(=[O:39])=[O:38].[Cl-].[NH4+], predict the reaction product. The product is: [F:41][C:40]([F:43])([F:42])[S:37]([O:2][C:3]1[CH:12]=[CH:11][CH:10]=[C:9]2[C:4]=1[CH:5]=[CH:6][C:7]([CH3:13])=[N:8]2)(=[O:39])=[O:38].